Task: Predict the product of the given reaction.. Dataset: Forward reaction prediction with 1.9M reactions from USPTO patents (1976-2016) (1) Given the reactants [NH2:1][C:2]1[CH:6]=[C:5]([Cl:7])[N:4]([C:8]2[CH:13]=[CH:12][C:11]([C:14]3[CH:19]=[CH:18][CH:17]=[C:16]([O:20][CH3:21])[C:15]=3[OH:22])=[CH:10][CH:9]=2)[C:3]=1[C:23]([O:25][CH2:26][CH3:27])=[O:24].[N:28]([C:31]1[CH:32]=[C:33]([CH:39]=[CH:40][CH:41]=1)[C:34]([O:36][CH2:37][CH3:38])=[O:35])=[C:29]=[O:30], predict the reaction product. The product is: [Cl:7][C:5]1[N:4]([C:8]2[CH:13]=[CH:12][C:11]([C:14]3[CH:19]=[CH:18][CH:17]=[C:16]([O:20][CH3:21])[C:15]=3[OH:22])=[CH:10][CH:9]=2)[C:3]([C:23]([O:25][CH2:26][CH3:27])=[O:24])=[C:2]([NH:1][C:29]([NH:28][C:31]2[CH:41]=[CH:40][CH:39]=[C:33]([C:34]([O:36][CH2:37][CH3:38])=[O:35])[CH:32]=2)=[O:30])[CH:6]=1. (2) Given the reactants Cl[C:2]1[CH:7]=[C:6]([C:8]2[CH:13]=[CH:12][CH:11]=[C:10]([Cl:14])[C:9]=2[CH3:15])[N:5]=[C:4]([NH2:16])[N:3]=1.[NH2:17][CH2:18][CH2:19][C:20]1[CH:25]=[CH:24][C:23]([S:26]([N:29]([CH3:31])[CH3:30])(=[O:28])=[O:27])=[CH:22][CH:21]=1.C(N(CC)C(C)C)(C)C.CO, predict the reaction product. The product is: [NH2:16][C:4]1[N:3]=[C:2]([NH:17][CH2:18][CH2:19][C:20]2[CH:21]=[CH:22][C:23]([S:26]([N:29]([CH3:30])[CH3:31])(=[O:28])=[O:27])=[CH:24][CH:25]=2)[CH:7]=[C:6]([C:8]2[CH:13]=[CH:12][CH:11]=[C:10]([Cl:14])[C:9]=2[CH3:15])[N:5]=1. (3) Given the reactants [OH:1][C:2]1[C:7]([CH3:8])=[CH:6][C:5]([NH:9][C:10](=[O:16])[O:11][C:12]([CH3:15])([CH3:14])[CH3:13])=[C:4]([CH3:17])[CH:3]=1.CI.[C:20](=O)([O-])[O-].[K+].[K+], predict the reaction product. The product is: [CH3:20][O:1][C:2]1[C:7]([CH3:8])=[CH:6][C:5]([NH:9][C:10](=[O:16])[O:11][C:12]([CH3:13])([CH3:14])[CH3:15])=[C:4]([CH3:17])[CH:3]=1. (4) The product is: [I:8][C:7]1[C:2]([O:15][CH3:14])=[N:3][C:4]([CH3:13])=[N:5][C:6]=1[C:9]([F:12])([F:11])[F:10]. Given the reactants Cl[C:2]1[C:7]([I:8])=[C:6]([C:9]([F:12])([F:11])[F:10])[N:5]=[C:4]([CH3:13])[N:3]=1.[CH3:14][O-:15].[Na+], predict the reaction product.